Dataset: CYP2D6 inhibition data for predicting drug metabolism from PubChem BioAssay. Task: Regression/Classification. Given a drug SMILES string, predict its absorption, distribution, metabolism, or excretion properties. Task type varies by dataset: regression for continuous measurements (e.g., permeability, clearance, half-life) or binary classification for categorical outcomes (e.g., BBB penetration, CYP inhibition). Dataset: cyp2d6_veith. The drug is CC1CC(C)CN(CCCNC(=O)C2CCCN(c3nnc(N4CCCC4=O)s3)C2)C1. The result is 0 (non-inhibitor).